This data is from Peptide-MHC class I binding affinity with 185,985 pairs from IEDB/IMGT. The task is: Regression. Given a peptide amino acid sequence and an MHC pseudo amino acid sequence, predict their binding affinity value. This is MHC class I binding data. (1) The peptide sequence is EIMDKEQLL. The MHC is HLA-A68:02 with pseudo-sequence HLA-A68:02. The binding affinity (normalized) is 0.476. (2) The peptide sequence is KFRPGSLIY. The MHC is HLA-A68:01 with pseudo-sequence HLA-A68:01. The binding affinity (normalized) is 0. (3) The MHC is HLA-A24:03 with pseudo-sequence HLA-A24:03. The peptide sequence is HHQINYHGF. The binding affinity (normalized) is 0.365. (4) The peptide sequence is GQTGVIADY. The MHC is HLA-B07:02 with pseudo-sequence HLA-B07:02. The binding affinity (normalized) is 0.0847. (5) The peptide sequence is LMANLAPHLL. The MHC is HLA-A02:06 with pseudo-sequence HLA-A02:06. The binding affinity (normalized) is 0.562. (6) The peptide sequence is HADQLTPAW. The MHC is HLA-A03:01 with pseudo-sequence HLA-A03:01. The binding affinity (normalized) is 0.0847. (7) The peptide sequence is YALTEYHAM. The MHC is HLA-A03:01 with pseudo-sequence HLA-A03:01. The binding affinity (normalized) is 0.0847.